Predict which catalyst facilitates the given reaction. From a dataset of Catalyst prediction with 721,799 reactions and 888 catalyst types from USPTO. (1) Reactant: [CH:1]1([O:7][CH:8]([CH2:13][CH2:14][CH2:15][CH2:16][CH:17]=[CH2:18])[C:9]([O:11][CH3:12])=[O:10])[CH2:6][CH2:5][CH2:4][CH2:3][CH2:2]1.[CH3:19][C:20]1[N:21]=[CH:22][S:23][C:24]=1C=C. Product: [CH:1]1([O:7][CH:8]([CH2:13][CH2:14][CH2:15][CH2:16]/[CH:17]=[CH:18]/[C:24]2[S:23][CH:22]=[N:21][C:20]=2[CH3:19])[C:9]([O:11][CH3:12])=[O:10])[CH2:6][CH2:5][CH2:4][CH2:3][CH2:2]1. The catalyst class is: 11. (2) Reactant: COC1C=C(OC)C=CC=1C[NH:6][C:7]1[C:8]2[CH:15]=[CH:14][N:13]([C@H:16]3[C@H:23]4[C@H:19]([O:20]C(C)(C)[O:22]4)[C@@H:18]([CH2:26][N:27]([CH3:48])[CH:28]4[CH2:31][CH:30]([CH2:32][CH2:33][C:34]5[NH:38][C:37]6[CH:39]=[CH:40][C:41]([C:43]7([CH3:47])[CH2:46][CH2:45][CH2:44]7)=[CH:42][C:36]=6[N:35]=5)[CH2:29]4)[CH2:17]3)[C:9]=2[N:10]=[CH:11][N:12]=1.FC(F)(F)C(O)=O.O.C([O-])([O-])=O.[K+].[K+]. Product: [NH2:6][C:7]1[C:8]2[CH:15]=[CH:14][N:13]([C@@H:16]3[CH2:17][C@H:18]([CH2:26][N:27]([CH3:48])[CH:28]4[CH2:29][CH:30]([CH2:32][CH2:33][C:34]5[NH:38][C:37]6[CH:39]=[CH:40][C:41]([C:43]7([CH3:47])[CH2:44][CH2:45][CH2:46]7)=[CH:42][C:36]=6[N:35]=5)[CH2:31]4)[C@@H:19]([OH:20])[C@H:23]3[OH:22])[C:9]=2[N:10]=[CH:11][N:12]=1. The catalyst class is: 24.